Dataset: Full USPTO retrosynthesis dataset with 1.9M reactions from patents (1976-2016). Task: Predict the reactants needed to synthesize the given product. (1) The reactants are: [N+:1]([C:4]1[CH:5]=[C:6]([C:10]2[CH:15]=[CH:14][CH:13]=[CH:12][CH:11]=2)[CH:7]=[CH:8][CH:9]=1)([O-])=O.[H][H]. Given the product [C:10]1([C:6]2[CH:5]=[C:4]([CH:9]=[CH:8][CH:7]=2)[NH2:1])[CH:11]=[CH:12][CH:13]=[CH:14][CH:15]=1, predict the reactants needed to synthesize it. (2) Given the product [NH2:8][C:9]1[C:10]([C:18]([NH:7][C:2]2[CH:3]=[CH:4][CH:5]=[CH:6][N:1]=2)=[O:19])=[N:11][C:12]([Cl:17])=[C:13]([S:15][CH3:16])[N:14]=1, predict the reactants needed to synthesize it. The reactants are: [N:1]1[CH:6]=[CH:5][CH:4]=[CH:3][C:2]=1[NH2:7].[NH2:8][C:9]1[C:10]([C:18](OC)=[O:19])=[N:11][C:12]([Cl:17])=[C:13]([S:15][CH3:16])[N:14]=1. (3) The reactants are: [OH:1][NH:2][C:3](=[NH:22])[C:4]1[C:5]([CH3:21])=[C:6]2[C:11](=[CH:12][CH:13]=1)[CH2:10][N:9]([C:14]([O:16][C:17]([CH3:20])([CH3:19])[CH3:18])=[O:15])[CH2:8][CH2:7]2.[C:23]([C:25]1[CH:26]=[C:27]([CH:31]=[CH:32][C:33]=1[O:34][CH:35]([CH3:37])[CH3:36])[C:28](Cl)=O)#[N:24]. Given the product [C:23]([C:25]1[CH:26]=[C:27]([C:28]2[O:1][N:2]=[C:3]([C:4]3[C:5]([CH3:21])=[C:6]4[C:11](=[CH:12][CH:13]=3)[CH2:10][N:9]([C:14]([O:16][C:17]([CH3:18])([CH3:19])[CH3:20])=[O:15])[CH2:8][CH2:7]4)[N:22]=2)[CH:31]=[CH:32][C:33]=1[O:34][CH:35]([CH3:36])[CH3:37])#[N:24], predict the reactants needed to synthesize it. (4) Given the product [CH3:3][C:2]1([CH3:1])[N:4]([CH:21]([CH3:23])[CH3:22])[C:5]2[CH:9]=[C:8]([C:10]3[CH:15]=[CH:14][N:13]=[CH:12][CH:11]=3)[S:7][C:6]=2[C:16](=[O:17])[NH:18]1, predict the reactants needed to synthesize it. The reactants are: [CH3:1][CH:2]([NH:4][C:5]1[CH:9]=[C:8]([C:10]2[CH:15]=[CH:14][N:13]=[CH:12][CH:11]=2)[S:7][C:6]=1[C:16]([NH2:18])=[O:17])[CH3:3].CO[C:21]([CH3:23])=[CH2:22]. (5) Given the product [CH2:13]1[C@H:22]2[C@H:17]([CH2:18][CH2:19][C:20]3[CH:26]=[CH:25][CH:24]=[CH:23][C:21]=32)[N:16]([C:10]([C:6]2[N:5]=[C:4]3[N:3]=[CH:2][NH:1][C:9]3=[CH:8][CH:7]=2)=[O:12])[CH2:15][CH2:14]1, predict the reactants needed to synthesize it. The reactants are: [NH:1]1[C:9]2[C:4](=[N:5][C:6]([C:10]([OH:12])=O)=[CH:7][CH:8]=2)[N:3]=[CH:2]1.[CH2:13]1[C@H:22]2[C@H:17]([CH2:18][CH2:19][C:20]3[CH:26]=[CH:25][CH:24]=[CH:23][C:21]=32)[NH:16][CH2:15][CH2:14]1.F[P-](F)(F)(F)(F)F.N1(OC(N(C)C)=[N+](C)C)C2N=CC=CC=2N=N1. (6) The reactants are: [CH3:1][O:2][C:3]1[CH:8]=[C:7]([CH:9]2[CH2:11][O:10]2)[N:6]=[CH:5][C:4]=1[C:12]#[N:13].[N:14]1([C:20]([O:22][C:23]([CH3:26])([CH3:25])[CH3:24])=[O:21])[CH2:19][CH2:18][NH:17][CH2:16][CH2:15]1. Given the product [C:12]([C:4]1[C:3]([O:2][CH3:1])=[CH:8][C:7]([CH:9]([OH:10])[CH2:11][N:17]2[CH2:16][CH2:15][N:14]([C:20]([O:22][C:23]([CH3:26])([CH3:25])[CH3:24])=[O:21])[CH2:19][CH2:18]2)=[N:6][CH:5]=1)#[N:13], predict the reactants needed to synthesize it.